Predict which catalyst facilitates the given reaction. From a dataset of Catalyst prediction with 721,799 reactions and 888 catalyst types from USPTO. (1) Reactant: C(=O)([O-])[O-].[Na+].[Na+].[CH3:7][C:8]1[CH:9]=[C:10]([CH:12]=[C:13](B2OC(C)(C)C(C)(C)O2)[CH:14]=1)[NH2:11].Br[C:25]1[S:29][C:28]([C:30]2([OH:34])[CH2:33][CH2:32][CH2:31]2)=[N:27][CH:26]=1. Product: [NH2:11][C:10]1[CH:12]=[C:13]([C:25]2[S:29][C:28]([C:30]3([OH:34])[CH2:33][CH2:32][CH2:31]3)=[N:27][CH:26]=2)[CH:14]=[C:8]([CH3:7])[CH:9]=1. The catalyst class is: 140. (2) Reactant: [NH2:1][C:2]1[CH:7]=[CH:6][C:5]([C:8]2[CH:13]=[CH:12][CH:11]=[CH:10][CH:9]=2)=[CH:4][C:3]=1[C:14]([N:16]1[CH2:21][CH2:20][CH:19]([N:22]2[CH2:34][CH2:33][CH2:32][C:24]3([C:28](=[O:29])[O:27][C:26]([CH3:31])([CH3:30])[CH2:25]3)[CH2:23]2)[CH2:18][CH2:17]1)=[O:15].[CH2:35]([N:37]=[C:38]=[O:39])[CH3:36].C(N(CC)CC)C. Product: [CH3:30][C:26]1([CH3:31])[CH2:25][C:24]2([CH2:32][CH2:33][CH2:34][N:22]([CH:19]3[CH2:18][CH2:17][N:16]([C:14]([C:3]4[CH:4]=[C:5]([C:8]5[CH:9]=[CH:10][CH:11]=[CH:12][CH:13]=5)[CH:6]=[CH:7][C:2]=4[NH:1][C:38]([NH:37][CH2:35][CH3:36])=[O:39])=[O:15])[CH2:21][CH2:20]3)[CH2:23]2)[C:28](=[O:29])[O:27]1. The catalyst class is: 7. (3) Reactant: Br[C:2]1[CH:7]=[CH:6][N:5]=[C:4]2[NH:8][C:9]([C:11]([CH3:14])([CH3:13])[CH3:12])=[CH:10][C:3]=12.[H-].[Na+].C([Li])CCC.C([O:25][B:26](OC(C)C)[O:27]C(C)C)(C)C.[NH4+].[Cl-]. Product: [CH3:12][C:11]([C:9]1[NH:8][C:4]2=[N:5][CH:6]=[CH:7][C:2]([B:26]([OH:27])[OH:25])=[C:3]2[CH:10]=1)([CH3:14])[CH3:13]. The catalyst class is: 7. (4) Reactant: [OH:1][CH:2]([C:19]1[CH:24]=[CH:23][CH:22]=[CH:21][N:20]=1)[C:3]1[CH:4]=[C:5]([C:16](O)=[O:17])[CH:6]=[C:7]([C:9]2[CH:14]=[CH:13][C:12]([CH3:15])=[CH:11][CH:10]=2)[CH:8]=1.Cl.Cl.[CH3:27][C:28]1[N:33]=[CH:32][C:31]([C@H:34]([NH2:36])[CH3:35])=[CH:30][CH:29]=1.F[P-](F)(F)(F)(F)F.C[N+](C)=C(N(C)C)ON1C2N=CC=CC=2N=N1.C(N(CC)C(C)C)(C)C. Product: [OH:1][CH:2]([C:19]1[CH:24]=[CH:23][CH:22]=[CH:21][N:20]=1)[C:3]1[CH:4]=[C:5]([C:16]([NH:36][C@@H:34]([C:31]2[CH:32]=[N:33][C:28]([CH3:27])=[CH:29][CH:30]=2)[CH3:35])=[O:17])[CH:6]=[C:7]([C:9]2[CH:14]=[CH:13][C:12]([CH3:15])=[CH:11][CH:10]=2)[CH:8]=1. The catalyst class is: 9. (5) Reactant: [CH3:1][O:2][C:3]1[C:4]2[N:17]=[C:16]([NH2:18])[S:15][C:5]=2[C:6]([CH:9]2[CH2:14][CH2:13][O:12][CH2:11][CH2:10]2)=[N:7][CH:8]=1.N1C=CC=CC=1.Cl[C:26](OC1C=CC=CC=1)=[O:27].[OH:35][CH2:36][CH:37]1[CH2:42][CH2:41][NH:40][CH2:39][CH2:38]1. Product: [CH3:1][O:2][C:3]1[C:4]2[N:17]=[C:16]([NH:18][C:26]([N:40]3[CH2:41][CH2:42][CH:37]([CH2:36][OH:35])[CH2:38][CH2:39]3)=[O:27])[S:15][C:5]=2[C:6]([CH:9]2[CH2:10][CH2:11][O:12][CH2:13][CH2:14]2)=[N:7][CH:8]=1. The catalyst class is: 489. (6) The catalyst class is: 3. Product: [S:54]1[C:55]2[CH:61]=[CH:60][CH:59]=[CH:58][C:56]=2[N:57]=[C:53]1[NH:52][C:14](=[O:15])[CH2:13][S:12][CH2:11][CH2:10][C:9]([OH:17])=[O:8]. Reactant: C([O:8][C:9](=[O:17])[CH2:10][CH2:11][S:12][CH2:13][C:14](O)=[O:15])C1C=CC=CC=1.F[P-](F)(F)(F)(F)F.N1(O[P+](N(C)C)(N(C)C)N(C)C)C2C=CC=CC=2N=N1.C(N(CC)CC)C.[NH2:52][C:53]1[S:54][C:55]2[CH:61]=[CH:60][CH:59]=[CH:58][C:56]=2[N:57]=1. (7) Reactant: Br[C:2]1[CH:3]=[CH:4][C:5]([CH:8]=[O:9])=[N:6][CH:7]=1.CN(C1CCCCC1)C1CCCCC1.[C:24]([O:28][CH3:29])(=[O:27])[CH:25]=[CH2:26]. Product: [CH3:29][O:28][C:24](=[O:27])/[CH:25]=[CH:26]/[C:2]1[CH:7]=[N:6][C:5]([CH:8]=[O:9])=[CH:4][CH:3]=1. The catalyst class is: 62.